Task: Predict which catalyst facilitates the given reaction.. Dataset: Catalyst prediction with 721,799 reactions and 888 catalyst types from USPTO (1) Reactant: [CH:1]1([CH2:7][CH2:8][CH2:9][C@@H:10]([C:16]2[O:20][N:19]=[C:18]([CH2:21][CH2:22][C:23]([O:25]CC)=[O:24])[N:17]=2)[CH2:11][C:12]([NH:14][OH:15])=[O:13])[CH2:6][CH2:5][CH2:4][CH2:3][CH2:2]1.O.[OH-].[Li+]. Product: [CH:1]1([CH2:7][CH2:8][CH2:9][C@@H:10]([C:16]2[O:20][N:19]=[C:18]([CH2:21][CH2:22][C:23]([OH:25])=[O:24])[N:17]=2)[CH2:11][C:12]([NH:14][OH:15])=[O:13])[CH2:2][CH2:3][CH2:4][CH2:5][CH2:6]1. The catalyst class is: 38. (2) Product: [CH3:1][O:2][C:3]1[CH:8]=[C:7]([O:9][CH3:10])[N:6]=[CH:5][C:4]=1[CH:11]=[O:12]. The catalyst class is: 661. Reactant: [CH3:1][O:2][C:3]1[CH:8]=[C:7]([O:9][CH3:10])[N:6]=[CH:5][C:4]=1[CH2:11][OH:12]. (3) Reactant: [Cl-].[NH4+:2].C[Al](C)C.[Cl:7][C:8]1[CH:9]=[C:10]([CH2:15][C:16]#[N:17])[CH:11]=[CH:12][C:13]=1[Cl:14].CO. Product: [ClH:7].[Cl:7][C:8]1[CH:9]=[C:10]([CH2:15][C:16]([NH2:2])=[NH:17])[CH:11]=[CH:12][C:13]=1[Cl:14]. The catalyst class is: 11. (4) Reactant: Cl[C:2]1[CH:17]=[C:16]([NH:18][C@@H:19]([CH3:22])[CH2:20][F:21])[C:5]([C:6]([NH:8][CH2:9][C@@H:10]([F:15])[C:11]([OH:14])([CH3:13])[CH3:12])=[O:7])=[CH:4][N:3]=1.[NH2:23][C:24]1[C:31]([Cl:32])=[CH:30][C:27]([C:28]#[N:29])=[CH:26][N:25]=1.C(=O)([O-])[O-].[Cs+].[Cs+].O.CC1(C)C2C(=C(P(C3C=CC=CC=3)C3C=CC=CC=3)C=CC=2)OC2C(P(C3C=CC=CC=3)C3C=CC=CC=3)=CC=CC1=2. Product: [Cl:32][C:31]1[C:24]([NH:23][C:2]2[CH:17]=[C:16]([NH:18][C@@H:19]([CH3:22])[CH2:20][F:21])[C:5]([C:6]([NH:8][CH2:9][C@@H:10]([F:15])[C:11]([OH:14])([CH3:13])[CH3:12])=[O:7])=[CH:4][N:3]=2)=[N:25][CH:26]=[C:27]([C:28]#[N:29])[CH:30]=1. The catalyst class is: 62.